From a dataset of Full USPTO retrosynthesis dataset with 1.9M reactions from patents (1976-2016). Predict the reactants needed to synthesize the given product. (1) Given the product [CH3:1][C:2]1[O:3][C:4]2[C:13]3[C:12]([CH2:14][CH2:15][NH:16][C:17](=[O:19])[CH3:18])=[CH:11][CH2:10][C:9]=3[CH:8]=[CH:7][C:5]=2[N:6]=1, predict the reactants needed to synthesize it. The reactants are: [CH3:1][C:2]1[O:3][C:4]2[C:13]3[C:12](=[CH:14][CH2:15][NH:16][C:17](=[O:19])[CH3:18])[CH2:11][CH2:10][C:9]=3[CH:8]=[CH:7][C:5]=2[N:6]=1.S(=O)(=O)(O)O.C(=O)([O-])O.[Na+]. (2) Given the product [NH2:8][CH:9]([C:14]1([C:18]2[CH:19]=[CH:20][C:21]([O:22][CH2:23][C:24]([O:26][CH2:27][CH3:28])=[O:25])=[CH:29][CH:30]=2)[CH2:15][CH2:16][CH2:17]1)[CH2:10][CH:11]([CH3:12])[CH3:13], predict the reactants needed to synthesize it. The reactants are: C(OC([NH:8][CH:9]([C:14]1([C:18]2[CH:30]=[CH:29][C:21]([O:22][CH2:23][C:24]([O:26][CH2:27][CH3:28])=[O:25])=[CH:20][CH:19]=2)[CH2:17][CH2:16][CH2:15]1)[CH2:10][CH:11]([CH3:13])[CH3:12])=O)(C)(C)C.FC(F)(F)C(O)=O. (3) Given the product [Cl:10][C:8]1[CH:9]=[C:4]([N+:1]([O-:3])=[O:2])[C:5]([C:23]#[N:24])=[N:6][CH:7]=1, predict the reactants needed to synthesize it. The reactants are: [N+:1]([C:4]1[C:5](O)=[N:6][CH:7]=[C:8]([Cl:10])[CH:9]=1)([O-:3])=[O:2].P(Cl)(Cl)(Cl)=O.C(=O)(O)[O-].[Na+].[Cu][C:23]#[N:24]. (4) The reactants are: [Cl:1][C:2]1[CH:3]=[C:4]([C:9]2[N:10]=[C:11]([C:22]([OH:24])=[O:23])[S:12][C:13]=2[C:14]2[CH:19]=[C:18]([F:20])[CH:17]=[C:16]([Cl:21])[CH:15]=2)[CH:5]=[CH:6][C:7]=1F.BrC1SC(C(OCC)=O)=NC=1C1C=CC=C(Cl)C=1. Given the product [Cl:21][C:16]1[CH:15]=[C:14]([C:13]2[S:12][C:11]([C:22]([OH:24])=[O:23])=[N:10][C:9]=2[C:4]2[CH:5]=[CH:6][CH:7]=[C:2]([Cl:1])[CH:3]=2)[CH:19]=[C:18]([F:20])[CH:17]=1, predict the reactants needed to synthesize it. (5) Given the product [I:12][C:9]1[CH:10]=[C:11]2[C:6](=[CH:7][CH:8]=1)[N:5]=[CH:4][N:3]=[C:2]2[O:14][CH3:13], predict the reactants needed to synthesize it. The reactants are: Cl[C:2]1[C:11]2[C:6](=[CH:7][CH:8]=[C:9]([I:12])[CH:10]=2)[N:5]=[CH:4][N:3]=1.[CH3:13][O-:14].[Na+]. (6) Given the product [CH:24]1([N:15]2[CH2:14][CH2:13][CH:8]3[NH:9][C:10]4[CH:11]=[CH:12][C:4]([N+:1]([O-:3])=[O:2])=[CH:5][C:6]=4[CH:7]3[CH2:16]2)[CH2:28][CH2:27][CH2:26][CH2:25]1, predict the reactants needed to synthesize it. The reactants are: [N+:1]([C:4]1[CH:12]=[CH:11][C:10]2[NH:9][CH:8]3[CH2:13][CH2:14][NH:15][CH2:16][CH:7]3[C:6]=2[CH:5]=1)([O-:3])=[O:2].C(N(CC)CC)C.[C:24]1(=O)[CH2:28][CH2:27][CH2:26][CH2:25]1.C([BH3-])#N.[Na+].